Dataset: Full USPTO retrosynthesis dataset with 1.9M reactions from patents (1976-2016). Task: Predict the reactants needed to synthesize the given product. (1) Given the product [C:1]([C:5]1[CH:6]=[C:7]([NH:36][S:37]([CH3:40])(=[O:38])=[O:39])[C:8]([O:34][CH3:35])=[C:9]([NH:11][C:12](=[O:33])[C:13]2[CH:18]=[CH:17][C:16]([CH3:19])=[C:15]([N:20]3[CH:24]=[C:23]([C:25]4[CH:26]=[N:27][C:28]([CH2:31][CH2:32][NH:42][CH3:41])=[CH:29][CH:30]=4)[N:22]=[N:21]3)[CH:14]=2)[CH:10]=1)([CH3:2])([CH3:3])[CH3:4], predict the reactants needed to synthesize it. The reactants are: [C:1]([C:5]1[CH:6]=[C:7]([NH:36][S:37]([CH3:40])(=[O:39])=[O:38])[C:8]([O:34][CH3:35])=[C:9]([NH:11][C:12](=[O:33])[C:13]2[CH:18]=[CH:17][C:16]([CH3:19])=[C:15]([N:20]3[CH:24]=[C:23]([C:25]4[CH:26]=[N:27][C:28]([CH:31]=[CH2:32])=[CH:29][CH:30]=4)[N:22]=[N:21]3)[CH:14]=2)[CH:10]=1)([CH3:4])([CH3:3])[CH3:2].[CH3:41][NH2:42]. (2) Given the product [CH2:1]([C:3]1[CH:12]=[C:11]2[C:6]([C:7](=[O:19])[N:8]([N:14]([C:26](=[O:29])[CH2:27][CH3:28])[S:15]([CH3:18])(=[O:16])=[O:17])[C:9](=[O:13])[NH:10]2)=[CH:5][C:4]=1[C:20]1[N:21]([CH3:25])[N:22]=[CH:23][CH:24]=1)[CH3:2], predict the reactants needed to synthesize it. The reactants are: [CH2:1]([C:3]1[CH:12]=[C:11]2[C:6]([C:7](=[O:19])[N:8]([NH:14][S:15]([CH3:18])(=[O:17])=[O:16])[C:9](=[O:13])[NH:10]2)=[CH:5][C:4]=1[C:20]1[N:21]([CH3:25])[N:22]=[CH:23][CH:24]=1)[CH3:2].[C:26](Cl)(=[O:29])[CH2:27][CH3:28]. (3) Given the product [CH3:28][C:8]1([CH3:29])[C:7]2[C:12](=[C:13]([CH3:15])[CH:14]=[C:5]([C:3]([OH:4])=[O:2])[CH:6]=2)[NH:11][CH:10]([C:16]2[CH:21]=[CH:20][CH:19]=[C:18]([N:22]3[CH2:27][CH2:26][O:25][CH2:24][CH2:23]3)[CH:17]=2)[CH2:9]1, predict the reactants needed to synthesize it. The reactants are: C[O:2][C:3]([C:5]1[CH:6]=[C:7]2[C:12](=[C:13]([CH3:15])[CH:14]=1)[NH:11][CH:10]([C:16]1[CH:21]=[CH:20][CH:19]=[C:18]([N:22]3[CH2:27][CH2:26][O:25][CH2:24][CH2:23]3)[CH:17]=1)[CH2:9][C:8]2([CH3:29])[CH3:28])=[O:4].[OH-].[Na+].Cl. (4) Given the product [CH2:31]([N:33]([CH2:50][CH3:51])[CH2:34]/[CH:35]=[CH:36]\[C:2]1[CH:7]=[C:6]([F:8])[CH:5]=[CH:4][C:3]=1[S:9]([NH:12][C:13]1[C:26]([C:27]([O:29][CH3:30])=[O:28])=[C:25]2[C:16]([C:17]3[CH:18]=[CH:19][N:20]=[N:21][C:22]=3[CH2:23][O:24]2)=[CH:15][CH:14]=1)(=[O:11])=[O:10])[CH3:32], predict the reactants needed to synthesize it. The reactants are: Br[C:2]1[CH:7]=[C:6]([F:8])[CH:5]=[CH:4][C:3]=1[S:9]([NH:12][C:13]1[C:26]([C:27]([O:29][CH3:30])=[O:28])=[C:25]2[C:16]([C:17]3[CH:18]=[CH:19][N:20]=[N:21][C:22]=3[CH2:23][O:24]2)=[CH:15][CH:14]=1)(=[O:11])=[O:10].[CH2:31]([N:33]([CH2:50][CH3:51])[CH2:34]/[CH:35]=[CH:36]\[Sn](CCCC)(CCCC)CCCC)[CH3:32].F[B-](F)(F)F.C([PH+](C(C)(C)C)C(C)(C)C)(C)(C)C. (5) Given the product [Br:1][C:2]1[CH:3]=[C:4]([N:9]([CH3:13])[CH3:10])[C:5]([Cl:8])=[N:6][CH:7]=1, predict the reactants needed to synthesize it. The reactants are: [Br:1][C:2]1[CH:3]=[C:4]([NH:9][CH3:10])[C:5]([Cl:8])=[N:6][CH:7]=1.[H-].[Na+].[CH3:13]I. (6) Given the product [CH3:22][N:11]([CH2:12][C:13]1[CH:14]=[CH:15][C:16]([O:19][CH3:20])=[CH:17][CH:18]=1)[CH3:10], predict the reactants needed to synthesize it. The reactants are: C[SiH](C)C1C=CC=CC=1.[CH3:10][N:11]([CH3:22])[C:12](=O)[C:13]1[CH:18]=[CH:17][C:16]([O:19][CH3:20])=[CH:15][CH:14]=1. (7) Given the product [CH:1]1[CH:6]=[CH:5][C:4]([O:7][C:8]2[C:13]([NH2:14])=[CH:12][CH:11]=[CH:10][CH:9]=2)=[CH:3][CH:2]=1, predict the reactants needed to synthesize it. The reactants are: [CH:1]1[CH:6]=[CH:5][C:4]([O:7][C:8]2[C:13]([N+:14]([O-])=O)=[CH:12][CH:11]=[CH:10][CH:9]=2)=[CH:3][CH:2]=1.[H][H]. (8) Given the product [CH3:16][S:17]([N:20]1[CH2:29][CH2:28][C:27]2[C:22](=[CH:23][CH:24]=[C:25]([O:30][CH2:31][C:32]3[CH:33]=[C:34]4[C:39](=[CH:40][CH:41]=3)[CH2:38][N:37]([C:42]([O:44][CH:45]([CH3:47])[CH3:46])=[O:43])[CH2:36][CH2:35]4)[CH:26]=2)[CH2:21]1)(=[O:18])=[O:19], predict the reactants needed to synthesize it. The reactants are: CS(N1CCC2C(=CC=C(O)C=2)C1)(=O)=O.[CH3:16][S:17]([N:20]1[CH2:29][CH2:28][C:27]2[C:22](=[CH:23][CH:24]=[C:25]([O:30][CH2:31][C:32]3[CH:33]=[C:34]4[C:39](=[CH:40][CH:41]=3)[CH2:38][N:37]([C:42]([O:44][CH:45]([CH3:47])[CH3:46])=[O:43])[CH2:36][CH2:35]4)[CH:26]=2)[CH2:21]1)(=[O:19])=[O:18].CS(OCC1C=C2C(=CC=1)CN(C(OC(C)C)=O)CC2)(=O)=O.C([O-])([O-])=O.[Cs+].[Cs+].CN(C=O)C. (9) Given the product [O:1]1[C:7]2[CH:8]=[CH:9][CH:10]=[CH:11][C:6]=2[O:5][CH2:4][C:3](=[O:12])[CH2:2]1, predict the reactants needed to synthesize it. The reactants are: [O:1]1[C:7]2[CH:8]=[CH:9][CH:10]=[CH:11][C:6]=2[O:5][CH2:4][CH:3]([OH:12])[CH2:2]1.CC(OI1(OC(C)=O)(OC(C)=O)OC(=O)C2C=CC=CC1=2)=O. (10) Given the product [F:28][C:25]1[N:24]=[CH:23][C:22]([N:17]2[C:16](=[O:29])[C:15]3[CH:14]=[C:13]4[NH:30][C:10]([C:3]5[C:4](=[O:8])[NH:5][CH:6]=[CH:7][C:2]=5[NH:45][C@@H:43]([CH3:44])[CH2:42][C:34]5[C:35]([F:41])=[C:36]([F:40])[CH:37]=[C:38]([F:39])[C:33]=5[F:32])=[N:11][C:12]4=[CH:20][C:19]=3[C:18]2=[O:21])=[CH:27][CH:26]=1, predict the reactants needed to synthesize it. The reactants are: Cl[C:2]1[CH:7]=[CH:6][N:5]=[C:4]([O:8]C)[C:3]=1[C:10]1[NH:30][C:13]2=[CH:14][C:15]3[C:16](=[O:29])[N:17]([C:22]4[CH:23]=[N:24][C:25]([F:28])=[CH:26][CH:27]=4)[C:18](=[O:21])[C:19]=3[CH:20]=[C:12]2[N:11]=1.Cl.[F:32][C:33]1[C:38]([F:39])=[CH:37][C:36]([F:40])=[C:35]([F:41])[C:34]=1[CH2:42][C@@H:43]([NH2:45])[CH3:44].C(N(CC)C(C)C)(C)C.